From a dataset of P-glycoprotein inhibition data for predicting drug efflux from Broccatelli et al.. Regression/Classification. Given a drug SMILES string, predict its absorption, distribution, metabolism, or excretion properties. Task type varies by dataset: regression for continuous measurements (e.g., permeability, clearance, half-life) or binary classification for categorical outcomes (e.g., BBB penetration, CYP inhibition). Dataset: pgp_broccatelli. The molecule is CCOC/C=C/c1ccc(-c2nc(-c3ccc(NC)cc3)c(-c3ccc(N4CCCC4)cc3)[nH]2)cc1. The result is 1 (inhibitor).